Dataset: Catalyst prediction with 721,799 reactions and 888 catalyst types from USPTO. Task: Predict which catalyst facilitates the given reaction. (1) Reactant: [CH:1]1([CH2:4][O:5][C:6]2[C:18]([O:19][CH3:20])=[CH:17][CH:16]=[C:15]([C:21]3[CH:22]=[C:23]4[C:27](=[CH:28][CH:29]=3)[C:26](=[O:30])[O:25][CH2:24]4)[C:7]=2[O:8][CH2:9][C:10]([O:12]CC)=[O:11])[CH2:3][CH2:2]1.[OH-].[Li+]. Product: [CH:1]1([CH2:4][O:5][C:6]2[C:18]([O:19][CH3:20])=[CH:17][CH:16]=[C:15]([C:21]3[CH:22]=[C:23]4[C:27](=[CH:28][CH:29]=3)[C:26](=[O:30])[O:25][CH2:24]4)[C:7]=2[O:8][CH2:9][C:10]([OH:12])=[O:11])[CH2:3][CH2:2]1. The catalyst class is: 30. (2) Reactant: [Br:1][C:2]1[CH:3]=[C:4]2[C:9](=[C:10]([CH3:12])[CH:11]=1)[N:8]=[C:7](Cl)[N:6]=[C:5]2[NH:14][CH2:15][C:16]1[CH:21]=[CH:20][C:19]([NH:22][C:23](=[O:31])[C:24]2[CH:29]=[CH:28][C:27]([Cl:30])=[CH:26][CH:25]=2)=[CH:18][CH:17]=1.[CH3:32][NH2:33]. Product: [Br:1][C:2]1[CH:3]=[C:4]2[C:9](=[C:10]([CH3:12])[CH:11]=1)[N:8]=[C:7]([NH:33][CH3:32])[N:6]=[C:5]2[NH:14][CH2:15][C:16]1[CH:21]=[CH:20][C:19]([NH:22][C:23](=[O:31])[C:24]2[CH:29]=[CH:28][C:27]([Cl:30])=[CH:26][CH:25]=2)=[CH:18][CH:17]=1. The catalyst class is: 413. (3) Reactant: [CH2:1]([O:8][C:9]1[CH:26]=[CH:25][C:24]2[C@@H:23]3[C@H:14]([C@H:15]4[C@@:19]([CH2:21][CH2:22]3)([CH3:20])[C:18](=[O:27])[CH2:17][C@@H:16]4[CH:28](C(O)=O)[C:29]([OH:31])=[O:30])[CH2:13][CH2:12][C:11]=2[CH:10]=1)[C:2]1[CH:7]=[CH:6][CH:5]=[CH:4][CH:3]=1.O. Product: [CH2:1]([O:8][C:9]1[CH:26]=[CH:25][C:24]2[C@@H:23]3[C@H:14]([C@H:15]4[C@@:19]([CH2:21][CH2:22]3)([CH3:20])[C:18](=[O:27])[CH2:17][C@@H:16]4[CH2:28][C:29]([OH:31])=[O:30])[CH2:13][CH2:12][C:11]=2[CH:10]=1)[C:2]1[CH:7]=[CH:6][CH:5]=[CH:4][CH:3]=1. The catalyst class is: 270. (4) Reactant: Cl[C:2]1[C:7]([N+:8]([O-:10])=[O:9])=[CH:6][CH:5]=[CH:4][N:3]=1.[NH2:11][C:12]1[CH:17]=[CH:16][CH:15]=[CH:14][CH:13]=1.C(N(C(C)C)CC)(C)C. Product: [N+:8]([C:7]1[C:2]([NH:11][C:12]2[CH:17]=[CH:16][CH:15]=[CH:14][CH:13]=2)=[N:3][CH:4]=[CH:5][CH:6]=1)([O-:10])=[O:9]. The catalyst class is: 1. (5) Reactant: [CH2:1]([NH:8][CH2:9][CH2:10][CH2:11][NH:12][CH2:13][C:14]1[CH:19]=[CH:18][CH:17]=[CH:16][CH:15]=1)[C:2]1[CH:7]=[CH:6][CH:5]=[CH:4][CH:3]=1.Br[CH:21]([CH2:27]Br)[C:22]([O:24][CH2:25][CH3:26])=[O:23].C(N(C(C)C)CC)(C)C. Product: [CH2:1]([N:8]1[CH2:9][CH2:10][CH2:11][N:12]([CH2:13][C:14]2[CH:15]=[CH:16][CH:17]=[CH:18][CH:19]=2)[CH2:27][CH:21]1[C:22]([O:24][CH2:25][CH3:26])=[O:23])[C:2]1[CH:3]=[CH:4][CH:5]=[CH:6][CH:7]=1. The catalyst class is: 48. (6) Reactant: [C:1]1([C:7]2[CH:12]=[CH:11][C:10](O)=[CH:9][CH:8]=2)[CH:6]=[CH:5][CH:4]=[CH:3][CH:2]=1.C(OCC)(=O)C.C([P+](C1C=CC=CC=1)(C1C=CC=CC=1)C1C=CC=CC=1)C.CN(C)C(=O)C. Product: [CH:5]1[C:6]2[C:12]3[C:7](=[CH:8][CH:9]=[CH:10][CH:11]=3)[C:1]=2[CH:2]=[CH:3][CH:4]=1. The catalyst class is: 6. (7) Reactant: [CH3:1][C:2]([CH3:21])([CH3:20])[C:3]([NH:5][C:6]1[C:15]([C:16]([O:18][CH3:19])=[O:17])=[C:14]2[C:9]([CH:10]=[CH:11][CH2:12][O:13]2)=[CH:8][CH:7]=1)=[O:4].Cl[C:23]([F:28])([F:27])C([O-])=O.[Na+]. Product: [CH3:1][C:2]([CH3:21])([CH3:20])[C:3]([NH:5][C:6]1[C:15]([C:16]([O:18][CH3:19])=[O:17])=[C:14]2[C:9]([CH:10]3[C:23]([F:28])([F:27])[CH:11]3[CH2:12][O:13]2)=[CH:8][CH:7]=1)=[O:4]. The catalyst class is: 270.